From a dataset of Reaction yield outcomes from USPTO patents with 853,638 reactions. Predict the reaction yield, written as a fraction of the theoretical maximum amount of product (1.0 means a 100% yield; for example, 0.34 means a 34% yield). The reactants are [CH:1]1([C:7]2[C:15]3[C:14](=[O:16])[NH:13][C:12]([C:17]4[CH:22]=[CH:21][C:20]([NH:23][CH3:24])=[CH:19][C:18]=4[O:25][CH3:26])=[N:11][C:10]=3[N:9]([CH3:27])[N:8]=2)[CH2:6][CH2:5][CH2:4][CH2:3][CH2:2]1.[CH3:28][S:29](Cl)(=[O:31])=[O:30].C(=O)([O-])O.[Na+]. The catalyst is N1C=CC=CC=1. The product is [CH:1]1([C:7]2[C:15]3[C:14](=[O:16])[NH:13][C:12]([C:17]4[CH:22]=[CH:21][C:20]([N:23]([CH3:24])[S:29]([CH3:28])(=[O:31])=[O:30])=[CH:19][C:18]=4[O:25][CH3:26])=[N:11][C:10]=3[N:9]([CH3:27])[N:8]=2)[CH2:2][CH2:3][CH2:4][CH2:5][CH2:6]1. The yield is 0.870.